From a dataset of Forward reaction prediction with 1.9M reactions from USPTO patents (1976-2016). Predict the product of the given reaction. (1) The product is: [CH2:1]([N:5]([S:15]([C:18]1[CH:23]=[CH:22][C:21]([N+:24]([O-:26])=[O:25])=[CH:20][CH:19]=1)(=[O:17])=[O:16])[C@H:6]([C:12]([OH:14])=[O:13])[CH2:7][CH2:8][CH2:9][CH2:10][NH:11][C:35](=[O:36])[CH:34]=[CH:33][C:32]1[CH:38]=[CH:39][CH:40]=[C:30]([N+:27]([O-:29])=[O:28])[CH:31]=1)[CH:2]([CH3:4])[CH3:3]. Given the reactants [CH2:1]([N:5]([S:15]([C:18]1[CH:23]=[CH:22][C:21]([N+:24]([O-:26])=[O:25])=[CH:20][CH:19]=1)(=[O:17])=[O:16])[C@H:6]([C:12]([OH:14])=[O:13])[CH2:7][CH2:8][CH2:9][CH2:10][NH2:11])[CH:2]([CH3:4])[CH3:3].[N+:27]([C:30]1[CH:31]=[C:32]([CH:38]=[CH:39][CH:40]=1)[CH:33]=[CH:34][C:35](O)=[O:36])([O-:29])=[O:28], predict the reaction product. (2) Given the reactants [C:1]1([C:15]([O-])=[C:11]([N+:12]([O-:14])=[O:13])[CH:10]=[C:6]([N+:7]([O-:9])=[O:8])[CH:5]=1)[N+:2]([O-:4])=[O:3].[NH4+].C(=O)([O-])[NH2:19].[NH4+].O, predict the reaction product. The product is: [CH:5]1[C:1]([N+:2]([O-:4])=[O:3])=[C:15]([NH2:19])[C:11]([N+:12]([O-:14])=[O:13])=[CH:10][C:6]=1[N+:7]([O-:9])=[O:8].